Dataset: Catalyst prediction with 721,799 reactions and 888 catalyst types from USPTO. Task: Predict which catalyst facilitates the given reaction. (1) Product: [ClH:28].[ClH:28].[CH3:1][C:2]1[N:3]=[CH:4][N:5]([C:7]2[CH:8]=[C:9]([NH:13][C:14]3[C:23]4[CH2:22][CH2:21][C:20]5[CH:24]=[CH:25][CH:26]=[CH:27][C:19]=5[C:18]=4[N:17]=[CH:16][N:15]=3)[CH:10]=[CH:11][CH:12]=2)[CH:6]=1. Reactant: [CH3:1][C:2]1[N:3]=[CH:4][N:5]([C:7]2[CH:8]=[C:9]([NH:13][C:14]3[C:23]4[CH2:22][CH2:21][C:20]5[CH:24]=[CH:25][CH:26]=[CH:27][C:19]=5[C:18]=4[N:17]=[CH:16][N:15]=3)[CH:10]=[CH:11][CH:12]=2)[CH:6]=1.[ClH:28].C(OCC)(=O)C.C(OC(C)C)(C)C. The catalyst class is: 5. (2) Reactant: [F:1][C:2]1[CH:3]=[C:4]([C@:15]([NH:48][S@@](C(C)(C)C)=O)([C:41]2[CH:46]=[CH:45][C:44]([F:47])=[CH:43][CH:42]=2)[CH2:16][C:17]2[N:18]=[N:19][N:20](C(C3C=CC=CC=3)(C3C=CC=CC=3)C3C=CC=CC=3)[N:21]=2)[CH:5]=[C:6]([O:8][C:9]([F:14])([F:13])[CH:10]([F:12])[F:11])[CH:7]=1.Cl. Product: [F:1][C:2]1[CH:3]=[C:4]([C@@:15]([C:41]2[CH:42]=[CH:43][C:44]([F:47])=[CH:45][CH:46]=2)([NH2:48])[CH2:16][C:17]2[N:18]=[N:19][NH:20][N:21]=2)[CH:5]=[C:6]([O:8][C:9]([F:14])([F:13])[CH:10]([F:11])[F:12])[CH:7]=1. The catalyst class is: 71.